From a dataset of Catalyst prediction with 721,799 reactions and 888 catalyst types from USPTO. Predict which catalyst facilitates the given reaction. (1) Product: [NH:8]1[CH2:9][CH2:10][CH:11]([C:14]2[S:16][CH:18]=[C:19]([C:21]3[CH:29]=[CH:28][C:24]([C:25]([OH:27])=[O:26])=[CH:23][CH:22]=3)[N:15]=2)[CH2:12][CH2:13]1. The catalyst class is: 1. Reactant: C(OC([N:8]1[CH2:13][CH2:12][CH:11]([C:14](=[S:16])[NH2:15])[CH2:10][CH2:9]1)=O)(C)(C)C.Br[CH2:18][C:19]([C:21]1[CH:29]=[CH:28][C:24]([C:25]([OH:27])=[O:26])=[CH:23][CH:22]=1)=O.C(OCC)C. (2) Reactant: [NH2:1][C:2]1[N:3]([CH2:24][C:25]2[CH:30]=[CH:29][CH:28]=[CH:27][CH:26]=2)[C:4](=[O:23])[C:5]2([C:15]3[C:10](=[CH:11][CH:12]=[C:13](Br)[CH:14]=3)[O:9][CH:8]([C:17]3[CH:22]=[CH:21][CH:20]=[CH:19][CH:18]=3)[CH2:7]2)[N:6]=1.C([O-])([O-])=O.[Cs+].[Cs+].[C:37]([C:39]1[CH:40]=[C:41](B(O)O)[CH:42]=[CH:43][CH:44]=1)#[N:38]. Product: [NH2:1][C:2]1[N:3]([CH2:24][C:25]2[CH:30]=[CH:29][CH:28]=[CH:27][CH:26]=2)[C:4](=[O:23])[C@@:5]2([C:15]3[C:10](=[CH:11][CH:12]=[C:13]([C:43]4[CH:44]=[C:39]([CH:40]=[CH:41][CH:42]=4)[C:37]#[N:38])[CH:14]=3)[O:9][C@@H:8]([C:17]3[CH:22]=[CH:21][CH:20]=[CH:19][CH:18]=3)[CH2:7]2)[N:6]=1.[NH2:1][C:2]1[N:3]([CH2:24][C:25]2[CH:30]=[CH:29][CH:28]=[CH:27][CH:26]=2)[C:4](=[O:23])[C@@:5]2([C:15]3[C:10](=[CH:11][CH:12]=[C:13]([C:43]4[CH:44]=[C:39]([CH:40]=[CH:41][CH:42]=4)[C:37]#[N:38])[CH:14]=3)[O:9][C@H:8]([C:17]3[CH:22]=[CH:21][CH:20]=[CH:19][CH:18]=3)[CH2:7]2)[N:6]=1. The catalyst class is: 12. (3) Reactant: [N:1]1([C:6]2[CH:26]=[CH:25][C:9]([CH2:10][C:11]3[C:12]([O:23][CH3:24])=[N:13][C:14]4[C:19]([C:20]=3[Cl:21])=[CH:18][C:17](I)=[CH:16][CH:15]=4)=[CH:8][CH:7]=2)[CH:5]=[CH:4][N:3]=[CH:2]1.[C:27]([CH:35]1[CH2:40][CH2:39][N:38]([C:41](=[O:43])[CH3:42])[CH2:37][CH2:36]1)(=[O:34])[C:28]1[CH:33]=[CH:32][CH:31]=[CH:30][CH:29]=1.C(=O)=O.CC(C)=O.O. Product: [N:1]1([C:6]2[CH:26]=[CH:25][C:9]([CH2:10][C:11]3[C:12]([O:23][CH3:24])=[N:13][C:14]4[C:19]([C:20]=3[Cl:21])=[CH:18][C:17]([C:27]([OH:34])([C:28]3[CH:33]=[CH:32][CH:31]=[CH:30][CH:29]=3)[CH:35]3[CH2:40][CH2:39][N:38]([C:41](=[O:43])[CH3:42])[CH2:37][CH2:36]3)=[CH:16][CH:15]=4)=[CH:8][CH:7]=2)[CH:5]=[CH:4][N:3]=[CH:2]1. The catalyst class is: 54. (4) Reactant: [CH2:1]([Li])CCC.C(NC(C)C)(C)C.[CH3:13][O:14][C:15]1[CH:16]=[C:17]([CH2:23][C:24]([O:26][CH3:27])=[O:25])[CH:18]=[CH:19][C:20]=1[O:21][CH3:22].CI. Product: [CH3:13][O:14][C:15]1[CH:16]=[C:17]([CH:23]([CH3:1])[C:24]([O:26][CH3:27])=[O:25])[CH:18]=[CH:19][C:20]=1[O:21][CH3:22]. The catalyst class is: 7. (5) Reactant: C1C(=O)N([I:8])C(=O)C1.[C:9]([NH:12][C:13]1[N:18]2[C:19]3[N:25]=[CH:24][CH:23]=[CH:22][C:20]=3[CH:21]=[C:17]2[CH:16]=[CH:15][N:14]=1)(=[O:11])[CH3:10]. Product: [C:9]([NH:12][C:13]1[N:18]2[C:19]3[N:25]=[CH:24][CH:23]=[CH:22][C:20]=3[C:21]([I:8])=[C:17]2[CH:16]=[CH:15][N:14]=1)(=[O:11])[CH3:10]. The catalyst class is: 2. (6) Reactant: [Br:1][C:2]1[CH:7]=[CH:6][C:5]([NH2:8])=[CH:4][C:3]=1[F:9].[CH3:10][C:11]([O:14][C:15](O[C:15]([O:14][C:11]([CH3:13])([CH3:12])[CH3:10])=[O:16])=[O:16])([CH3:13])[CH3:12].C(N(CC)CC)C.C(OCC)(=O)C. Product: [Br:1][C:2]1[CH:7]=[CH:6][C:5]([NH:8][C:15](=[O:16])[O:14][C:11]([CH3:13])([CH3:12])[CH3:10])=[CH:4][C:3]=1[F:9]. The catalyst class is: 188. (7) Reactant: [F:1][C:2]([F:25])([F:24])[C:3]1[CH:4]=[C:5]([CH:21]=[CH:22][CH:23]=1)[CH2:6][CH:7]1[CH2:12][CH:11]([C:13]([O:15]C)=[O:14])[CH2:10][CH2:9][N:8]1[C:17]([O:19][CH3:20])=[O:18].[Li+].[Br-].C(N(CC)CC)C.Cl. Product: [CH3:20][O:19][C:17]([N:8]1[CH2:9][CH2:10][CH:11]([C:13]([OH:15])=[O:14])[CH2:12][CH:7]1[CH2:6][C:5]1[CH:21]=[CH:22][CH:23]=[C:3]([C:2]([F:25])([F:24])[F:1])[CH:4]=1)=[O:18]. The catalyst class is: 744.